Dataset: Full USPTO retrosynthesis dataset with 1.9M reactions from patents (1976-2016). Task: Predict the reactants needed to synthesize the given product. (1) Given the product [Cl:1][C:2]1[C:9]([F:10])=[CH:8][CH:7]=[CH:6][C:3]=1[CH2:4][NH:5][C:14](=[O:15])[CH:13]([O:18][CH3:19])[O:12][CH3:11], predict the reactants needed to synthesize it. The reactants are: [Cl:1][C:2]1[C:9]([F:10])=[CH:8][CH:7]=[CH:6][C:3]=1[CH2:4][NH2:5].[CH3:11][O:12][CH:13]([O:18][CH3:19])[C:14](OC)=[O:15].C(N(CC)CC)C.CO. (2) Given the product [NH2:11][C@H:14]([C:38]([OH:36])=[O:39])[CH2:15][C:1]1[CH:2]=[N:4][CH:6]=[CH:17][CH:16]=1, predict the reactants needed to synthesize it. The reactants are: [CH3:1][C:2]([N:4]([CH3:6])C)=O.[Li+].[Cl-].C([N:11]([CH2:14][CH3:15])CC)C.[CH3:16][C:17](N(C)C)=O.C(Cl)(=[O:36])CCCCCCCCCCCCC.[CH3:38][OH:39]. (3) Given the product [Br:8][CH2:9][CH2:10][O:11][C:3](=[O:4])[C:2]([CH3:7])([CH3:6])[CH3:1], predict the reactants needed to synthesize it. The reactants are: [CH3:1][C:2]([CH3:7])([CH3:6])[C:3](Cl)=[O:4].[Br:8][CH2:9][CH2:10][OH:11].CCN(C(C)C)C(C)C. (4) Given the product [CH3:8][S:9]([C:12]1[CH:13]=[CH:14][C:15]([O:16][C:17]2[N:22]=[CH:21][N:20]=[C:19]3[N:23]([CH:26]4[CH2:27][CH2:28][N:29]([CH2:34][C:35]5[CH:40]=[CH:39][C:38]([O:41][CH3:42])=[CH:37][CH:36]=5)[CH2:30][CH2:31]4)[N:24]=[CH:25][C:18]=23)=[CH:32][CH:33]=1)(=[O:11])=[O:10], predict the reactants needed to synthesize it. The reactants are: FC(F)(F)C(O)=O.[CH3:8][S:9]([C:12]1[CH:33]=[CH:32][C:15]([O:16][C:17]2[N:22]=[CH:21][N:20]=[C:19]3[N:23]([CH:26]4[CH2:31][CH2:30][NH:29][CH2:28][CH2:27]4)[N:24]=[CH:25][C:18]=23)=[CH:14][CH:13]=1)(=[O:11])=[O:10].[CH:34](=O)[C:35]1[CH:40]=[CH:39][C:38]([O:41][CH3:42])=[CH:37][CH:36]=1.C(N(CC)CC)C.C(O[BH-](OC(=O)C)OC(=O)C)(=O)C.[Na+]. (5) The reactants are: CO.[O:3]=[C:4]1[CH2:28][CH2:27][C@@:26]2([CH3:29])[C@H:6]([C:7](=[O:31])[CH2:8][C@@H:9]3[C@@H:25]2[CH2:24][CH2:23][C@@:22]2([CH3:30])[C@H:10]3[CH2:11][CH2:12][C@@H:13]2[C@H:14]([CH3:21])[CH2:15][CH2:16][C:17]([O:19][CH3:20])=[O:18])[CH2:5]1.Cl. Given the product [O:3]=[C:4]1[CH2:28][CH2:27][C@@:26]2([CH3:29])[C@@H:6]([C:7](=[O:31])[CH2:8][C@@H:9]3[C@@H:25]2[CH2:24][CH2:23][C@@:22]2([CH3:30])[C@H:10]3[CH2:11][CH2:12][C@@H:13]2[C@H:14]([CH3:21])[CH2:15][CH2:16][C:17]([O:19][CH3:20])=[O:18])[CH2:5]1, predict the reactants needed to synthesize it. (6) Given the product [Cl:10][C:11]1[CH:12]=[C:13]([C:18]2([C:32]([F:35])([F:34])[F:33])[O:22][N:21]=[C:20]([C:23]3[CH:24]=[CH:25][C:26]([S:2][CH3:1])=[C:27]([CH:30]=3)[C:28]#[N:29])[CH2:19]2)[CH:14]=[C:15]([Cl:17])[CH:16]=1, predict the reactants needed to synthesize it. The reactants are: [CH3:1][S-:2].[Na+].C(=O)([O-])[O-].[K+].[K+].[Cl:10][C:11]1[CH:12]=[C:13]([C:18]2([C:32]([F:35])([F:34])[F:33])[O:22][N:21]=[C:20]([C:23]3[CH:24]=[CH:25][C:26](F)=[C:27]([CH:30]=3)[C:28]#[N:29])[CH2:19]2)[CH:14]=[C:15]([Cl:17])[CH:16]=1.O.